This data is from CYP2C19 inhibition data for predicting drug metabolism from PubChem BioAssay. The task is: Regression/Classification. Given a drug SMILES string, predict its absorption, distribution, metabolism, or excretion properties. Task type varies by dataset: regression for continuous measurements (e.g., permeability, clearance, half-life) or binary classification for categorical outcomes (e.g., BBB penetration, CYP inhibition). Dataset: cyp2c19_veith. (1) The drug is COC(=O)[C@@H]1CC[C@H](C)[C@@H](c2ccc(C)cc2)N1C(=O)c1ccc(/C=N\O[C@@H](C)c2cn([C@H](CO)Cc3ccccc3)nn2)cc1. The result is 1 (inhibitor). (2) The molecule is O=C(Nn1cnc2ccccc2c1=O)c1ccc(F)cc1Cl. The result is 0 (non-inhibitor). (3) The result is 1 (inhibitor). The molecule is COc1ccc(S(=O)(=O)N2CCc3ccccc3C2)cc1OC. (4) The molecule is Cc1cccc(CNc2ccnc(-c3ccc(C(=O)N(C)C)cc3)n2)c1. The result is 1 (inhibitor). (5) The compound is Cn1cnnc1SCC(=O)n1c2ccccc2c2ccccc21. The result is 1 (inhibitor). (6) The molecule is CCN1CCCC1Cn1cnc2c([nH]c3ccc(C)cc32)c1=O. The result is 0 (non-inhibitor). (7) The molecule is O=C1OC2(c3ccc(O)cc3Oc3cc(O)ccc32)c2c1c(-c1ccccc1)c(-c1ccccc1)c(-c1ccccc1)c2-c1ccccc1. The result is 0 (non-inhibitor). (8) The compound is C#CCCCO/N=C1/C[C@@H](O)[C@@H](O)[C@@H]2[C@@H]3C(=O)N(C[C@@H]4CCCO4)C(=O)[C@H]3CC[C@@H]12. The result is 0 (non-inhibitor). (9) The drug is COc1ccc2[nH]cc(CCNc3ncncc3-c3ccccc3CN(C)C)c2c1. The result is 1 (inhibitor). (10) The result is 0 (non-inhibitor). The molecule is Cc1cc2ccc(OC(=O)c3ccc(N=C(N)N)cc3)cc2oc1=O.